From a dataset of Full USPTO retrosynthesis dataset with 1.9M reactions from patents (1976-2016). Predict the reactants needed to synthesize the given product. (1) Given the product [C:19]([S@@:22]([N:24]=[CH:15][CH2:14][CH2:13][C:2]([CH3:17])([CH3:1])[C:3]([O:5][CH2:6][C:7]1[CH:12]=[CH:11][CH:10]=[CH:9][CH:8]=1)=[O:4])=[O:23])([CH3:21])([CH3:20])[CH3:18], predict the reactants needed to synthesize it. The reactants are: [CH3:1][C:2]([CH3:17])([CH2:13][CH2:14][CH:15]=O)[C:3]([O:5][CH2:6][C:7]1[CH:12]=[CH:11][CH:10]=[CH:9][CH:8]=1)=[O:4].[CH3:18][C:19]([S@@:22]([NH2:24])=[O:23])([CH3:21])[CH3:20]. (2) Given the product [Cl:1][C:2]1[CH:7]=[C:6]([O:8][CH2:9][C:10]2[CH:15]=[CH:14][CH:13]=[CH:12][CH:11]=2)[CH:5]=[C:4]([Cl:16])[C:3]=1[O:17][CH2:25][CH2:26][OH:27], predict the reactants needed to synthesize it. The reactants are: [Cl:1][C:2]1[CH:7]=[C:6]([O:8][CH2:9][C:10]2[CH:15]=[CH:14][CH:13]=[CH:12][CH:11]=2)[CH:5]=[C:4]([Cl:16])[C:3]=1[OH:17].C(=O)([O-])[O-].[K+].[K+].Cl[CH2:25][CH2:26][OH:27]. (3) Given the product [CH2:16]([O:15][C:13]1[CH:12]=[C:11]([CH:23]([OH:39])[CH2:24][C:25]2[CH:26]=[CH:27][C:28]([O:31][CH2:32][C:33]3[CH:34]=[CH:35][CH:36]=[CH:37][CH:38]=3)=[CH:29][CH:30]=2)[CH:10]=[C:9]([O:8][CH2:1][C:2]2[CH:7]=[CH:6][CH:5]=[CH:4][CH:3]=2)[CH:14]=1)[C:17]1[CH:22]=[CH:21][CH:20]=[CH:19][CH:18]=1, predict the reactants needed to synthesize it. The reactants are: [CH2:1]([O:8][C:9]1[CH:10]=[C:11]([C:23](=[O:39])[CH2:24][C:25]2[CH:30]=[CH:29][C:28]([O:31][CH2:32][C:33]3[CH:38]=[CH:37][CH:36]=[CH:35][CH:34]=3)=[CH:27][CH:26]=2)[CH:12]=[C:13]([O:15][CH2:16][C:17]2[CH:22]=[CH:21][CH:20]=[CH:19][CH:18]=2)[CH:14]=1)[C:2]1[CH:7]=[CH:6][CH:5]=[CH:4][CH:3]=1.[BH4-].[Na+]. (4) Given the product [CH3:1][C:2]1[C:7]([NH2:8])=[CH:6][CH:5]=[C:4]([CH3:11])[C:3]=1[Br:12], predict the reactants needed to synthesize it. The reactants are: [CH3:1][C:2]1[C:7]([N+:8]([O-])=O)=[CH:6][CH:5]=[C:4]([CH3:11])[C:3]=1[Br:12]. (5) Given the product [CH2:39]([O:38][N:37]=[C:35]([C:32]1[CH:31]=[CH:30][C:29]([CH2:28][C:23]2[CH:22]=[C:21]([C@@:9]34[O:20][C@@:6]([CH2:41][OH:42])([CH2:7][O:8]3)[C@@H:5]([OH:4])[C@H:11]([OH:12])[C@H:10]4[OH:16])[CH:26]=[CH:25][C:24]=2[Cl:27])=[CH:34][CH:33]=1)[CH3:36])[CH3:40], predict the reactants needed to synthesize it. The reactants are: C([O:4][C@H:5]1[C@H:11]([O:12]C(=O)C)[C@@H:10]([O:16]C(=O)C)[C@:9]2([C:21]3[CH:26]=[CH:25][C:24]([Cl:27])=[C:23]([CH2:28][C:29]4[CH:34]=[CH:33][C:32]([C:35](=[N:37][O:38][CH2:39][CH3:40])[CH3:36])=[CH:31][CH:30]=4)[CH:22]=3)[O:20][C@@:6]1([CH2:41][O:42]C(=O)C)[CH2:7][O:8]2)(=O)C.CO.O.O.[OH-].[Li+].